From a dataset of Reaction yield outcomes from USPTO patents with 853,638 reactions. Predict the reaction yield, written as a fraction of the theoretical maximum amount of product (1.0 means a 100% yield; for example, 0.34 means a 34% yield). (1) The reactants are [CH2:1]([N:6]1[C:14]2[N:13]=[C:12]([C:15]([F:18])([F:17])[F:16])[NH:11][C:10]=2[C:9](=[O:19])[NH:8]/[C:7]/1=[N:20]\[NH2:21])[CH2:2][CH2:3][CH2:4][CH3:5].[CH:22](OCC)(OCC)OCC. No catalyst specified. The product is [CH2:1]([N:6]1[C:14]2[N:13]=[C:12]([C:15]([F:16])([F:18])[F:17])[NH:11][C:10]=2[C:9](=[O:19])[N:8]2[CH:22]=[N:21][N:20]=[C:7]12)[CH2:2][CH2:3][CH2:4][CH3:5]. The yield is 0.480. (2) The reactants are [CH2:1]([O:3][C:4](=[O:23])[C:5]([C:7]1[C:8]([CH3:22])=[N:9][C:10]2[N:11]([N:14]=[C:15]([C:17]([O:19][CH2:20][CH3:21])=[O:18])[CH:16]=2)[C:12]=1[I:13])=[O:6])[CH3:2].CB1N2CCC[C@@H]2C(C2C=CC=CC=2)(C2C=CC=CC=2)O1.C1(C)C=CC=CC=1. The catalyst is C1(C)C=CC=CC=1.CCOC(C)=O.C([O-])([O-])=O.[Na+].[Na+]. The product is [CH2:1]([O:3][C:4](=[O:23])[C@H:5]([C:7]1[C:8]([CH3:22])=[N:9][C:10]2[N:11]([N:14]=[C:15]([C:17]([O:19][CH2:20][CH3:21])=[O:18])[CH:16]=2)[C:12]=1[I:13])[OH:6])[CH3:2]. The yield is 0.820. (3) The reactants are [N:1]1[C:5]2[CH:6]=[CH:7][CH:8]=[CH:9][C:4]=2[NH:3][C:2]=1[CH2:10][C:11]#[N:12].[CH2:13]([CH:15]([C:21]([CH3:23])=O)[C:16](OCC)=[O:17])[CH3:14].C([O-])(=O)C.[NH4+]. The catalyst is O. The product is [CH2:21]([C:15]1[C:16](=[O:17])[N:3]2[C:2]([NH:1][C:5]3[CH:6]=[CH:7][CH:8]=[CH:9][C:4]=32)=[C:10]([C:11]#[N:12])[C:13]=1[CH3:14])[CH3:23]. The yield is 0.830. (4) The reactants are [CH3:1][O:2][C:3]1[CH:8]=[C:7]([N:9]2[CH2:14][CH2:13][C:12]3[CH:15]=[C:16]([C:18]4[CH:23]=[CH:22][C:21]([O:24][CH3:25])=[CH:20][CH:19]=4)[S:17][C:11]=3[C:10]2=[O:26])[CH:6]=[CH:5][C:4]=1[O:27]S(C1C=CC(C)=CC=1)(=O)=O.[OH-].[K+].CCO.Cl. The catalyst is O. The product is [OH:27][C:4]1[CH:5]=[CH:6][C:7]([N:9]2[CH2:14][CH2:13][C:12]3[CH:15]=[C:16]([C:18]4[CH:23]=[CH:22][C:21]([O:24][CH3:25])=[CH:20][CH:19]=4)[S:17][C:11]=3[C:10]2=[O:26])=[CH:8][C:3]=1[O:2][CH3:1]. The yield is 0.880. (5) The reactants are [OH:1][C:2]1[CH:7]=[CH:6][NH:5][C:4](=[O:8])[CH:3]=1.CS(O[CH:14]1[CH2:19][CH2:18][N:17]([C:20]([O:22][CH:23]([CH3:25])[CH3:24])=[O:21])[CH2:16][CH2:15]1)(=O)=O.C(=O)([O-])[O-].[K+].[K+]. The catalyst is CN(C=O)C.CCOC(C)=O.O. The product is [O:8]=[C:4]1[CH:3]=[C:2]([O:1][CH:14]2[CH2:19][CH2:18][N:17]([C:20]([O:22][CH:23]([CH3:25])[CH3:24])=[O:21])[CH2:16][CH2:15]2)[CH:7]=[CH:6][NH:5]1. The yield is 0.440. (6) The reactants are C(O[C:4](=O)[O:5][C:6]1[C:15]2[C:16](=[O:29])[N:17]([CH2:20][CH2:21][C:22]3[CH:27]=[CH:26][C:25]([F:28])=[CH:24][CH:23]=3)[C:18](=[O:19])[C:14]=2[C:13]([O:30][CH:31]([C:38]2[CH:43]=[CH:42][CH:41]=[CH:40][CH:39]=2)[C:32]2[CH:37]=[CH:36][CH:35]=[CH:34][CH:33]=2)=[C:12]2[C:7]=1[CH:8]=[CH:9][CH:10]=[N:11]2)C.O.C(=O)([O-])[O-].[K+].[K+].IC. The catalyst is O1CCCC1.C(OCC)(=O)C. The product is [CH:31]([O:30][C:13]1[C:14]2[C:18](=[O:19])[N:17]([CH2:20][CH2:21][C:22]3[CH:23]=[CH:24][C:25]([F:28])=[CH:26][CH:27]=3)[C:16](=[O:29])[C:15]=2[C:6]([O:5][CH3:4])=[C:7]2[C:12]=1[N:11]=[CH:10][CH:9]=[CH:8]2)([C:32]1[CH:37]=[CH:36][CH:35]=[CH:34][CH:33]=1)[C:38]1[CH:43]=[CH:42][CH:41]=[CH:40][CH:39]=1. The yield is 1.00. (7) The reactants are [CH3:1][O:2][C:3](=[O:20])[C:4]1[C:9](B2OC(C)(C)C(C)(C)O2)=[CH:8][CH:7]=[CH:6][C:5]=1[F:19].Cl[C:22]1[N:27]=[CH:26][CH:25]=[CH:24][N:23]=1.C(=O)([O-])[O-].[Na+].[Na+]. The catalyst is O.CC(OC)(C)C. The product is [CH3:1][O:2][C:3](=[O:20])[C:4]1[C:9]([C:22]2[N:27]=[CH:26][CH:25]=[CH:24][N:23]=2)=[CH:8][CH:7]=[CH:6][C:5]=1[F:19]. The yield is 0.300.